The task is: Predict the product of the given reaction.. This data is from Forward reaction prediction with 1.9M reactions from USPTO patents (1976-2016). Given the reactants [Cl:1][C:2]([Cl:24])([Cl:23])[C:3]([N:5]1[CH2:10][CH2:9][N:8]([C:11]2[CH:12]=[C:13]([S:19](Cl)(=[O:21])=[O:20])[CH:14]=[CH:15][C:16]=2[O:17][CH3:18])[CH2:7][CH2:6]1)=[O:4].[Cl:25][C:26]1[C:27]([O:34][CH3:35])=[C:28]([NH2:33])[CH:29]=[C:30]([Cl:32])[CH:31]=1.C1C2C(=CC=CC=2)C=CN=1.C(O)C, predict the reaction product. The product is: [Cl:25][C:26]1[C:27]([O:34][CH3:35])=[C:28]([NH:33][S:19]([C:13]2[CH:14]=[CH:15][C:16]([O:17][CH3:18])=[C:11]([N:8]3[CH2:9][CH2:10][N:5]([C:3](=[O:4])[C:2]([Cl:24])([Cl:23])[Cl:1])[CH2:6][CH2:7]3)[CH:12]=2)(=[O:21])=[O:20])[CH:29]=[C:30]([Cl:32])[CH:31]=1.